This data is from Forward reaction prediction with 1.9M reactions from USPTO patents (1976-2016). The task is: Predict the product of the given reaction. (1) Given the reactants [ClH:1].[CH:2]1([NH:5][C:6]([NH:8][C:9]2[CH:14]=[CH:13][C:12]([C:15]3[N:16]=[C:17]([N:24]4[CH2:29][CH2:28][O:27][CH2:26][C@H:25]4C)[C:18]4[CH2:23][NH:22][CH2:21][C:19]=4[N:20]=3)=[C:11]([F:31])[CH:10]=2)=[O:7])C[CH2:3]1.C(NC(=O)NC1C=CC(C2N=C(N3CCOCC3)C3CN(C(OC(C)(C)C)=O)CC=3N=2)=C(F)C=1)C, predict the reaction product. The product is: [ClH:1].[CH2:2]([NH:5][C:6]([NH:8][C:9]1[CH:14]=[CH:13][C:12]([C:15]2[N:16]=[C:17]([N:24]3[CH2:25][CH2:26][O:27][CH2:28][CH2:29]3)[C:18]3[CH2:23][NH:22][CH2:21][C:19]=3[N:20]=2)=[C:11]([F:31])[CH:10]=1)=[O:7])[CH3:3]. (2) Given the reactants [N:1]([C@@H:4]([C@@H:40]([C:49]1[CH:54]=[CH:53][C:52]([F:55])=[CH:51][CH:50]=1)[C:41]1[CH:46]=[C:45]([F:47])[CH:44]=[C:43]([F:48])[CH:42]=1)[C:5]([NH:7][C:8]1[CH:9]=[N:10][CH:11]=[C:12]([F:39])[C:13]=1[CH2:14][CH2:15][C@H:16]1[O:21][CH2:20][C@H:19]([CH2:22][O:23][C:24]([NH:26][CH2:27][C:28]([F:31])([F:30])[F:29])=[O:25])[N:18]([C:32]([O:34][C:35]([CH3:38])([CH3:37])[CH3:36])=[O:33])[CH2:17]1)=[O:6])=[N+]=[N-].[H][H], predict the reaction product. The product is: [NH2:1][C@@H:4]([C@@H:40]([C:49]1[CH:54]=[CH:53][C:52]([F:55])=[CH:51][CH:50]=1)[C:41]1[CH:42]=[C:43]([F:48])[CH:44]=[C:45]([F:47])[CH:46]=1)[C:5]([NH:7][C:8]1[CH:9]=[N:10][CH:11]=[C:12]([F:39])[C:13]=1[CH2:14][CH2:15][C@H:16]1[O:21][CH2:20][C@H:19]([CH2:22][O:23][C:24]([NH:26][CH2:27][C:28]([F:31])([F:29])[F:30])=[O:25])[N:18]([C:32]([O:34][C:35]([CH3:36])([CH3:37])[CH3:38])=[O:33])[CH2:17]1)=[O:6].